Task: Regression. Given a peptide amino acid sequence and an MHC pseudo amino acid sequence, predict their binding affinity value. This is MHC class I binding data.. Dataset: Peptide-MHC class I binding affinity with 185,985 pairs from IEDB/IMGT (1) The peptide sequence is RMRGAHTNDVK. The MHC is HLA-A02:03 with pseudo-sequence HLA-A02:03. The binding affinity (normalized) is 0. (2) The peptide sequence is FEANGNLI. The MHC is H-2-Kk with pseudo-sequence H-2-Kk. The binding affinity (normalized) is 1.00. (3) The peptide sequence is KVQEWYLSY. The MHC is HLA-B15:01 with pseudo-sequence HLA-B15:01. The binding affinity (normalized) is 0.437. (4) The peptide sequence is TMADLVYALR. The MHC is HLA-A11:01 with pseudo-sequence HLA-A11:01. The binding affinity (normalized) is 0.371. (5) The peptide sequence is RILHNFAYSL. The MHC is Mamu-B17 with pseudo-sequence Mamu-B17. The binding affinity (normalized) is 0.310. (6) The peptide sequence is SYLKPHIFE. The MHC is HLA-B18:01 with pseudo-sequence HLA-B18:01. The binding affinity (normalized) is 0.0847.